From a dataset of Full USPTO retrosynthesis dataset with 1.9M reactions from patents (1976-2016). Predict the reactants needed to synthesize the given product. (1) Given the product [NH:15]1[CH2:16][CH2:17][CH:18]([N:21]2[CH2:25][CH2:24][CH2:2][NH:23][C:22]2=[O:26])[CH2:19][CH2:20]1.[F:1][C:2]([F:7])([F:6])[C:3]([OH:5])=[O:4], predict the reactants needed to synthesize it. The reactants are: [F:1][C:2]([F:7])([F:6])[C:3]([OH:5])=[O:4].C(OC([N:15]1[CH2:20][CH2:19][CH:18]([N:21]2[CH2:25][CH2:24][NH:23][C:22]2=[O:26])[CH2:17][CH2:16]1)=O)(C)(C)C. (2) Given the product [CH:1]1([C:4]2[NH:8][N:7]=[C:6]([NH:9][C:10]3[C:18]([F:19])=[CH:17][C:13]([C:14]([OH:15])=[O:30])=[C:12]([NH:20][C@H:21]([C:23]4[CH:28]=[CH:27][C:26]([F:29])=[CH:25][CH:24]=4)[CH3:22])[N:11]=3)[CH:5]=2)[CH2:3][CH2:2]1, predict the reactants needed to synthesize it. The reactants are: [CH:1]1([C:4]2[NH:8][N:7]=[C:6]([NH:9][C:10]3[C:18]([F:19])=[CH:17][C:13]([C:14](N)=[O:15])=[C:12]([NH:20][C@H:21]([C:23]4[CH:28]=[CH:27][C:26]([F:29])=[CH:25][CH:24]=4)[CH3:22])[N:11]=3)[CH:5]=2)[CH2:3][CH2:2]1.[OH-:30].[K+].